From a dataset of TCR-epitope binding with 47,182 pairs between 192 epitopes and 23,139 TCRs. Binary Classification. Given a T-cell receptor sequence (or CDR3 region) and an epitope sequence, predict whether binding occurs between them. (1) The epitope is VLAWLYAAV. The TCR CDR3 sequence is CASSQVPGTTLNTEAFF. Result: 1 (the TCR binds to the epitope). (2) Result: 0 (the TCR does not bind to the epitope). The TCR CDR3 sequence is CASSLTGESYEQYF. The epitope is GLCTLVAML. (3) The epitope is EILDITPCSF. The TCR CDR3 sequence is CASSQEASDLPYEQYF. Result: 0 (the TCR does not bind to the epitope). (4) The epitope is IQYIDIGNY. The TCR CDR3 sequence is CASSGWAGSLYNEQFF. Result: 0 (the TCR does not bind to the epitope). (5) The epitope is ALSKGVHFV. The TCR CDR3 sequence is CASSPPPGENTGELFF. Result: 0 (the TCR does not bind to the epitope). (6) The epitope is TSNQVAVLY. The TCR CDR3 sequence is CASSLDTQYF. Result: 0 (the TCR does not bind to the epitope). (7) The epitope is DPFRLLQNSQVFS. The TCR CDR3 sequence is CASSPGLGTYEQYF. Result: 0 (the TCR does not bind to the epitope). (8) The epitope is NLDSKVGGNY. The TCR CDR3 sequence is CAISEDVGGDYGYTF. Result: 1 (the TCR binds to the epitope).